From a dataset of Catalyst prediction with 721,799 reactions and 888 catalyst types from USPTO. Predict which catalyst facilitates the given reaction. Reactant: [CH3:1][N:2]([CH3:16])[C:3]1[C:11]2[C:6](=[CH:7][CH:8]=[C:9]([N+:12]([O-])=O)[CH:10]=2)[N:5]([CH3:15])[N:4]=1. Product: [CH3:1][N:2]([CH3:16])[C:3]1[C:11]2[C:6](=[CH:7][CH:8]=[C:9]([NH2:12])[CH:10]=2)[N:5]([CH3:15])[N:4]=1. The catalyst class is: 43.